This data is from Reaction yield outcomes from USPTO patents with 853,638 reactions. The task is: Predict the reaction yield, written as a fraction of the theoretical maximum amount of product (1.0 means a 100% yield; for example, 0.34 means a 34% yield). (1) The catalyst is C1COCC1.CN(C=O)C.O. The reactants are [CH2:1]([O:3][C:4](=[O:17])[C:5]1[CH:10]=[CH:9][C:8]([CH2:11]Br)=[C:7]([C:13]([F:16])([F:15])[F:14])[CH:6]=1)[CH3:2].C([O-])([O-])=O.[K+].[K+].C[N:25]([CH3:31])[CH:26]1[CH2:30][CH2:29][NH:28][CH2:27]1. The product is [CH2:1]([O:3][C:4](=[O:17])[C:5]1[CH:10]=[CH:9][C:8]([CH2:11][N:28]2[CH2:27][CH2:26][N:25]([CH3:31])[CH2:30][CH2:29]2)=[C:7]([C:13]([F:16])([F:15])[F:14])[CH:6]=1)[CH3:2]. The yield is 0.160. (2) The reactants are [N+:1]([O-:4])(O)=[O:2].[C:5]([C:8]1[CH:29]=[CH:28][C:11]([O:12][CH2:13][C:14]2([NH:17][C:18]([O:20][CH2:21][C:22]3[CH:27]=[CH:26][CH:25]=[CH:24][CH:23]=3)=[O:19])[CH2:16][CH2:15]2)=[C:10]([O:30][CH3:31])[CH:9]=1)(=[O:7])[CH3:6]. The catalyst is CC(OC(C)=O)=O. The product is [C:5]([C:8]1[C:29]([N+:1]([O-:4])=[O:2])=[CH:28][C:11]([O:12][CH2:13][C:14]2([NH:17][C:18]([O:20][CH2:21][C:22]3[CH:27]=[CH:26][CH:25]=[CH:24][CH:23]=3)=[O:19])[CH2:16][CH2:15]2)=[C:10]([O:30][CH3:31])[CH:9]=1)(=[O:7])[CH3:6]. The yield is 0.560. (3) The reactants are [Br:1][C:2]1[CH:11]=[C:10]2[C:5]([NH:6][C@@H:7]([CH3:22])[CH2:8][N:9]2[S:12]([C:15]2[CH:21]=[CH:20][C:18]([CH3:19])=[CH:17][CH:16]=2)(=[O:14])=[O:13])=[CH:4][CH:3]=1.N1C=CC=CC=1.[C:29](Cl)(=[O:31])[CH3:30]. The catalyst is ClCCl. The product is [Br:1][C:2]1[CH:11]=[C:10]2[C:5](=[CH:4][CH:3]=1)[N:6]([C:29](=[O:31])[CH3:30])[C@@H:7]([CH3:22])[CH2:8][N:9]2[S:12]([C:15]1[CH:21]=[CH:20][C:18]([CH3:19])=[CH:17][CH:16]=1)(=[O:13])=[O:14]. The yield is 1.08. (4) The reactants are C(=O)([O-])[O-].[K+].[K+].CC1(C)C(C)(C)OB([C:15]2[CH:20]=[CH:19][C:18]([N:21]3[CH:25]=[CH:24][CH:23]=[N:22]3)=[CH:17][CH:16]=2)O1.I[C:28]1[CH:33]=[CH:32][N:31]([CH2:34][CH2:35][C@@:36]([CH3:51])([S:47]([CH3:50])(=[O:49])=[O:48])[C:37]([NH:39][O:40][CH:41]2[CH2:46][CH2:45][CH2:44][CH2:43][O:42]2)=[O:38])[C:30](=[O:52])[CH:29]=1. The catalyst is COCCOC.CO.C(OCC)(=O)C. The product is [CH3:51][C@@:36]([S:47]([CH3:50])(=[O:48])=[O:49])([CH2:35][CH2:34][N:31]1[CH:32]=[CH:33][C:28]([C:15]2[CH:16]=[CH:17][C:18]([N:21]3[CH:25]=[CH:24][CH:23]=[N:22]3)=[CH:19][CH:20]=2)=[CH:29][C:30]1=[O:52])[C:37]([NH:39][O:40][CH:41]1[CH2:46][CH2:45][CH2:44][CH2:43][O:42]1)=[O:38]. The yield is 0.230. (5) The reactants are [NH2:1][C:2]1[CH:7]=[C:6]([Cl:8])[CH:5]=[CH:4][C:3]=1[SH:9].Cl[CH2:11][C:12]1[N:17]=[CH:16][CH:15]=[CH:14][N:13]=1.C([O-])([O-])=O.[K+].[K+]. The catalyst is CN(C=O)C. The yield is 0.390. The product is [Cl:8][C:6]1[CH:5]=[CH:4][C:3]([S:9][CH2:11][C:12]2[N:17]=[CH:16][CH:15]=[CH:14][N:13]=2)=[C:2]([CH:7]=1)[NH2:1]. (6) The reactants are [NH2:1][C:2]1[C:10]([CH3:11])=[CH:9][C:8]([Cl:12])=[CH:7][C:3]=1[C:4]([OH:6])=[O:5].Cl[C:14](OC1C=CC=CC=1)=[O:15]. The catalyst is C1(C)C=CC=CC=1. The product is [Cl:12][C:8]1[CH:9]=[C:10]([CH3:11])[C:2]2[NH:1][C:14](=[O:15])[O:5][C:4](=[O:6])[C:3]=2[CH:7]=1. The yield is 0.930.